From a dataset of Full USPTO retrosynthesis dataset with 1.9M reactions from patents (1976-2016). Predict the reactants needed to synthesize the given product. Given the product [CH3:16][S:17]([C:2]1[CH:7]=[CH:6][C:5]([C:8]2[N:13]=[CH:12][C:11]([OH:14])=[CH:10][N:9]=2)=[CH:4][CH:3]=1)(=[O:19])=[O:18], predict the reactants needed to synthesize it. The reactants are: Br[C:2]1[CH:7]=[CH:6][C:5]([C:8]2[N:13]=[CH:12][C:11]([OH:14])=[CH:10][N:9]=2)=[CH:4][CH:3]=1.[Na+].[CH3:16][S:17]([O-:19])=[O:18].